Dataset: HIV replication inhibition screening data with 41,000+ compounds from the AIDS Antiviral Screen. Task: Binary Classification. Given a drug SMILES string, predict its activity (active/inactive) in a high-throughput screening assay against a specified biological target. (1) The drug is CCOC(=O)CNC(=O)c1nc[nH]c1N=NN(C)C. The result is 0 (inactive). (2) The result is 0 (inactive). The compound is CCc1cc2c(O)nc(-c3cccnc3)nc2s1. (3) The molecule is C=CC(C)(C)c1cc(O)c2oc3c(O)cccc3c(=O)c2c1O. The result is 0 (inactive).